Dataset: Full USPTO retrosynthesis dataset with 1.9M reactions from patents (1976-2016). Task: Predict the reactants needed to synthesize the given product. The reactants are: [Br:1][C:2]1[C:6]2[CH:7]=[N:8][C:9]([N+:23]([O-])=O)=[C:10]([O:11][C@@H:12]([C:14]3[C:19]([Cl:20])=[CH:18][CH:17]=[C:16]([F:21])[C:15]=3[Cl:22])[CH3:13])[C:5]=2[O:4][CH:3]=1.Cl. Given the product [Br:1][C:2]1[C:6]2[CH:7]=[N:8][C:9]([NH2:23])=[C:10]([O:11][C@@H:12]([C:14]3[C:19]([Cl:20])=[CH:18][CH:17]=[C:16]([F:21])[C:15]=3[Cl:22])[CH3:13])[C:5]=2[O:4][CH:3]=1, predict the reactants needed to synthesize it.